From a dataset of Reaction yield outcomes from USPTO patents with 853,638 reactions. Predict the reaction yield, written as a fraction of the theoretical maximum amount of product (1.0 means a 100% yield; for example, 0.34 means a 34% yield). (1) The reactants are [NH2:1][C@@H:2]([CH2:10][C:11]1[CH:16]=[CH:15][C:14]([C:17]2[N:22]=[CH:21][C:20]([C:23]3[CH:28]=[CH:27][C:26]([O:29][CH2:30][CH2:31][CH2:32][CH2:33][CH2:34][CH2:35][CH3:36])=[CH:25][CH:24]=3)=[CH:19][N:18]=2)=[CH:13][CH:12]=1)[C:3]([O:5]C(C)(C)C)=[O:4].[C:37]([C:41]1[CH:49]=[CH:48][C:44]([C:45]([OH:47])=O)=[CH:43][CH:42]=1)([CH3:40])([CH3:39])[CH3:38].C(N(C(C)C)C(C)C)C.CN(C(ON1N=NC2C=CC=NC1=2)=[N+](C)C)C.F[P-](F)(F)(F)(F)F. The catalyst is CN(C=O)C.O. The product is [C:37]([C:41]1[CH:42]=[CH:43][C:44]([C:45]([NH:1][C@@H:2]([CH2:10][C:11]2[CH:12]=[CH:13][C:14]([C:17]3[N:22]=[CH:21][C:20]([C:23]4[CH:28]=[CH:27][C:26]([O:29][CH2:30][CH2:31][CH2:32][CH2:33][CH2:34][CH2:35][CH3:36])=[CH:25][CH:24]=4)=[CH:19][N:18]=3)=[CH:15][CH:16]=2)[C:3]([OH:5])=[O:4])=[O:47])=[CH:48][CH:49]=1)([CH3:38])([CH3:39])[CH3:40]. The yield is 0.850. (2) The reactants are [CH:1]1([N:4]2[CH2:9][CH2:8][N:7]3[N:10]=[C:11]([N+:13]([O-])=O)[CH:12]=[C:6]3[CH2:5]2)[CH2:3][CH2:2]1.[NH4+].[Cl-]. The catalyst is C(O)C.O.[Fe]. The product is [CH:1]1([N:4]2[CH2:9][CH2:8][N:7]3[N:10]=[C:11]([NH2:13])[CH:12]=[C:6]3[CH2:5]2)[CH2:3][CH2:2]1. The yield is 0.750. (3) The reactants are F[C:2]1[N:7]2[CH:8]=[C:9]([CH2:11][N:12]3[C@H:25]4[C@H:16]([CH2:17][CH2:18][C:19]5[C:24]4=[N:23][CH:22]=[CH:21][CH:20]=5)[CH2:15][CH2:14][CH2:13]3)[N:10]=[C:6]2[CH:5]=[CH:4][CH:3]=1.[N:26]1([CH2:33][CH2:34][OH:35])[CH2:32][CH2:31][CH2:30][NH:29][CH2:28][CH2:27]1. The catalyst is C(O)C. The product is [N:12]1([CH2:11][C:9]2[N:10]=[C:6]3[CH:5]=[CH:4][CH:3]=[C:2]([N:29]4[CH2:30][CH2:31][CH2:32][N:26]([CH2:33][CH2:34][OH:35])[CH2:27][CH2:28]4)[N:7]3[CH:8]=2)[C@H:25]2[C@H:16]([CH2:17][CH2:18][C:19]3[C:24]2=[N:23][CH:22]=[CH:21][CH:20]=3)[CH2:15][CH2:14][CH2:13]1. The yield is 0.600. (4) The reactants are [CH2:1]([O:3][C:4]([CH:6]1[CH2:11][CH2:10][C:9](=[CH:12][C:13]([OH:15])=[O:14])[CH2:8][CH2:7]1)=[O:5])[CH3:2]. The catalyst is CCO.[Pd]. The product is [CH2:1]([O:3][C:4]([CH:6]1[CH2:11][CH2:10][CH:9]([CH2:12][C:13]([OH:15])=[O:14])[CH2:8][CH2:7]1)=[O:5])[CH3:2]. The yield is 0.420. (5) The reactants are [Cl:1][C:2]1[CH:3]=[C:4]([CH:26]=[CH:27][C:28]=1[OH:29])[NH:5][C:6]1[C:15]2[C:10](=[CH:11][C:12]([O:24][CH3:25])=[CH:13][C:14]=2[O:16][CH:17]2[CH2:22][CH2:21][N:20]([CH3:23])[CH2:19][CH2:18]2)[N:9]=[CH:8][N:7]=1.Cl[CH2:31][C:32]1[CH:39]=[CH:38][CH:37]=[CH:36][C:33]=1[C:34]#[N:35]. The yield is 0.630. The product is [Cl:1][C:2]1[CH:3]=[C:4]([CH:26]=[CH:27][C:28]=1[O:29][CH2:31][C:32]1[CH:39]=[CH:38][CH:37]=[CH:36][C:33]=1[C:34]#[N:35])[NH:5][C:6]1[C:15]2[C:10](=[CH:11][C:12]([O:24][CH3:25])=[CH:13][C:14]=2[O:16][CH:17]2[CH2:18][CH2:19][N:20]([CH3:23])[CH2:21][CH2:22]2)[N:9]=[CH:8][N:7]=1. No catalyst specified. (6) The reactants are [C:1]([C:3]1[CH:8]=[C:7]([O:9][CH3:10])[C:6]([OH:11])=[CH:5][C:4]=1[N:12]=[CH:13][N:14]([CH3:16])[CH3:15])#[N:2].C(=O)([O-])[O-].[Cs+].[Cs+].Br[CH2:24][CH2:25][CH2:26][Cl:27]. The catalyst is C(#N)C. The product is [Cl:27][CH2:26][CH2:25][CH2:24][O:11][C:6]1[C:7]([O:9][CH3:10])=[CH:8][C:3]([C:1]#[N:2])=[C:4]([N:12]=[CH:13][N:14]([CH3:15])[CH3:16])[CH:5]=1. The yield is 0.910. (7) The reactants are [NH2:1][S:2]([C:5]1[CH:13]=[CH:12][C:8]([C:9]([OH:11])=O)=[CH:7][CH:6]=1)(=[O:4])=[O:3].[CH3:14][O:15][C:16]1[CH:24]=[CH:23][C:22]([Cl:25])=[CH:21][C:17]=1[C:18](O)=[O:19].S(Cl)([Cl:28])=O. The catalyst is ClC1C=CC=CC=1. The product is [CH3:14][O:15][C:16]1[CH:24]=[CH:23][C:22]([Cl:25])=[CH:21][C:17]=1[C:18]([NH:1][S:2]([C:5]1[CH:6]=[CH:7][C:8]([C:9]([Cl:28])=[O:11])=[CH:12][CH:13]=1)(=[O:3])=[O:4])=[O:19]. The yield is 0.930. (8) The reactants are [F:1][C:2]1[CH:7]=[CH:6][N:5]=[C:4]2[NH:8][CH:9]=[CH:10][C:3]=12.C1COCC1.[C:16]1([S:22](Cl)(=[O:24])=[O:23])[CH:21]=[CH:20][CH:19]=[CH:18][CH:17]=1.[Cl-].[NH4+]. The catalyst is C(OCC)(=O)C. The product is [C:16]1([S:22]([N:8]2[C:4]3=[N:5][CH:6]=[CH:7][C:2]([F:1])=[C:3]3[CH:10]=[CH:9]2)(=[O:24])=[O:23])[CH:21]=[CH:20][CH:19]=[CH:18][CH:17]=1. The yield is 0.820. (9) The reactants are [F:1][C:2]1[CH:10]=[CH:9][C:5]([C:6]([OH:8])=O)=[CH:4][C:3]=1[NH:11][CH2:12][C:13]1[S:17][C:16]([NH:18][C:19]2[CH:24]=[CH:23][CH:22]=[CH:21][N:20]=2)=[N:15][CH:14]=1.[CH:25]1([CH2:28][NH2:29])[CH2:27][CH2:26]1.CN([P+](ON1N=NC2C=CC=CC1=2)(N(C)C)N(C)C)C.F[P-](F)(F)(F)(F)F. The catalyst is CN(C=O)C.CCOC(C)=O. The product is [CH:25]1([CH2:28][NH:29][C:6](=[O:8])[C:5]2[CH:9]=[CH:10][C:2]([F:1])=[C:3]([NH:11][CH2:12][C:13]3[S:17][C:16]([NH:18][C:19]4[CH:24]=[CH:23][CH:22]=[CH:21][N:20]=4)=[N:15][CH:14]=3)[CH:4]=2)[CH2:27][CH2:26]1. The yield is 0.830. (10) The reactants are [Li]CCCC.CCCCCC.Br[C:13]1[CH:18]=[CH:17][C:16]([O:19][CH2:20][C:21]2[CH:26]=[CH:25][CH:24]=[CH:23][CH:22]=2)=[CH:15][C:14]=1[CH2:27][CH3:28].CN(C)[CH:31]=[O:32].[NH4+].[Cl-]. The catalyst is C1COCC1. The product is [CH2:20]([O:19][C:16]1[CH:17]=[CH:18][C:13]([CH:31]=[O:32])=[C:14]([CH2:27][CH3:28])[CH:15]=1)[C:21]1[CH:26]=[CH:25][CH:24]=[CH:23][CH:22]=1. The yield is 0.780.